This data is from CYP2C9 inhibition data for predicting drug metabolism from PubChem BioAssay. The task is: Regression/Classification. Given a drug SMILES string, predict its absorption, distribution, metabolism, or excretion properties. Task type varies by dataset: regression for continuous measurements (e.g., permeability, clearance, half-life) or binary classification for categorical outcomes (e.g., BBB penetration, CYP inhibition). Dataset: cyp2c9_veith. (1) The compound is CN(C)CCCCN1CCc2c(n(C)c3ccccc23)C1=O.Cl. The result is 0 (non-inhibitor). (2) The drug is CCOc1ccc(/C(O)=C2/C(=O)C(=O)N(CCCn3ccnc3)C2c2cccs2)cc1Cl. The result is 1 (inhibitor). (3) The drug is C=Cc1ccc([C@H]2N[C@@H](C(=O)O)CC[C@@H]2C)cc1. The result is 0 (non-inhibitor). (4) The molecule is COc1ccc2nc(NC(=O)CSc3nnc(C)s3)sc2c1. The result is 0 (non-inhibitor). (5) The compound is Cc1noc(C)c1-c1ccc2ncnc(N(C)C)c2c1. The result is 0 (non-inhibitor). (6) The molecule is CC(=O)NCCNc1nc(-c2ccc3c(c2)OCO3)nc2ccccc12. The result is 0 (non-inhibitor). (7) The drug is CCCc1nnc(SCC(=O)N2CCCCC2C)n1CC1CCCO1. The result is 0 (non-inhibitor). (8) The molecule is N#Cc1cccc(-c2cc(NCc3cccs3)ncn2)c1. The result is 0 (non-inhibitor).